This data is from Full USPTO retrosynthesis dataset with 1.9M reactions from patents (1976-2016). The task is: Predict the reactants needed to synthesize the given product. (1) Given the product [F:30][C:28]1[CH:29]=[C:2]([C:36]2[CH:37]=[CH:38][C:33]([C:31]#[N:32])=[CH:34][CH:35]=2)[CH:3]=[C:4]([CH2:5][O:6][CH2:7][C:8]2([C:21]3[CH:22]=[CH:23][CH:24]=[CH:25][CH:26]=3)[CH2:9][CH2:10][NH:11][CH2:12][CH2:13]2)[CH:27]=1, predict the reactants needed to synthesize it. The reactants are: Br[C:2]1[CH:3]=[C:4]([CH:27]=[C:28]([F:30])[CH:29]=1)[CH2:5][O:6][CH2:7][C:8]1([C:21]2[CH:26]=[CH:25][CH:24]=[CH:23][CH:22]=2)[CH2:13][CH2:12][N:11](C(OC(C)(C)C)=O)[CH2:10][CH2:9]1.[C:31]([C:33]1[CH:38]=[CH:37][C:36](B(O)O)=[CH:35][CH:34]=1)#[N:32]. (2) Given the product [OH:3][C@@H:4]1[CH2:9][C@H:8]([CH3:10])[S:7](=[O:12])(=[O:11])[C:6]2[S:13][C:14]([S:16]([NH2:19])(=[O:18])=[O:17])=[CH:15][C:5]1=2, predict the reactants needed to synthesize it. The reactants are: [BH4-].[Na+].[O:3]=[C:4]1[CH2:9][C@H:8]([CH3:10])[S:7](=[O:12])(=[O:11])[C:6]2[S:13][C:14]([S:16]([NH2:19])(=[O:18])=[O:17])=[CH:15][C:5]1=2. (3) Given the product [OH:33]/[N:32]=[C:8](/[C:6]1[CH:5]=[CH:4][N:3]=[C:2]([CH3:1])[CH:7]=1)\[CH2:9][C@H:10]([C:18]1[CH:19]=[CH:20][C:21]([N:24]2[CH2:28][CH2:27][CH2:26][C:25]2=[O:29])=[CH:22][CH:23]=1)[C:11]1[CH:16]=[CH:15][CH:14]=[CH:13][C:12]=1[CH3:17], predict the reactants needed to synthesize it. The reactants are: [CH3:1][C:2]1[CH:7]=[C:6]([C:8](=O)[CH2:9][C@H:10]([C:18]2[CH:23]=[CH:22][C:21]([N:24]3[CH2:28][CH2:27][CH2:26][C:25]3=[O:29])=[CH:20][CH:19]=2)[C:11]2[CH:16]=[CH:15][CH:14]=[CH:13][C:12]=2[CH3:17])[CH:5]=[CH:4][N:3]=1.Cl.[NH2:32][OH:33].C(=O)([O-])O.[Na+]. (4) Given the product [F:27][C:24]1[CH:23]=[CH:22][C:21]([C:18]2[NH:19][CH:20]=[C:16]([C:13]3[CH2:12][CH2:11][N:10]([CH2:9][CH2:8][C:7]4[CH:34]=[CH:35][C:4]([C:1](=[O:2])[NH:38][CH3:36])=[CH:5][CH:6]=4)[CH2:15][CH:14]=3)[C:17]=2[C:28]2[CH:33]=[CH:32][N:31]=[CH:30][CH:29]=2)=[CH:26][CH:25]=1, predict the reactants needed to synthesize it. The reactants are: [C:1]([C:4]1[CH:35]=[CH:34][C:7]([CH2:8][CH2:9][N:10]2[CH2:15][CH:14]=[C:13]([C:16]3[C:17]([C:28]4[CH:33]=[CH:32][N:31]=[CH:30][CH:29]=4)=[C:18]([C:21]4[CH:26]=[CH:25][C:24]([F:27])=[CH:23][CH:22]=4)[NH:19][CH:20]=3)[CH2:12][CH2:11]2)=[CH:6][CH:5]=1)(O)=[O:2].[C:36](N1C=CN=C1)([N:38]1C=CN=C1)=O.CN.O1CCCC1.C(=O)([O-])O.[Na+]. (5) Given the product [CH2:39]([N:41]([CH2:48][CH2:47][CH2:46][F:45])[CH2:42][CH2:43][O:44][C:2]1[CH:7]=[CH:6][C:5]([CH:8]2[C:17]([C:18]3[CH:23]=[CH:22][CH:21]=[C:20]([OH:24])[CH:19]=3)=[C:16]([CH3:31])[C:15]3[C:10](=[CH:11][CH:12]=[C:13]([OH:32])[CH:14]=3)[O:9]2)=[CH:4][CH:3]=1)[CH3:40], predict the reactants needed to synthesize it. The reactants are: I[C:2]1[CH:7]=[CH:6][C:5]([CH:8]2[C:17]([C:18]3[CH:23]=[CH:22][CH:21]=[C:20]([O:24]C4CCCCO4)[CH:19]=3)=[C:16]([CH3:31])[C:15]3[C:10](=[CH:11][CH:12]=[C:13]([O:32]C4CCCCO4)[CH:14]=3)[O:9]2)=[CH:4][CH:3]=1.[CH2:39]([NH:41][CH2:42][CH2:43][OH:44])[CH3:40].[F:45][CH2:46][CH2:47][CH2:48]I. (6) Given the product [CH3:1][N:2]([S:25]([CH3:28])(=[O:27])=[O:26])[C:3]1[CH:4]=[C:5]([CH:10]=[C:11]([N:13]2[CH2:17][CH:16]([C:18]3[CH:23]=[CH:22][CH:21]=[CH:20][CH:19]=3)[CH2:15][C:14]2=[O:24])[CH:12]=1)[C:6]([OH:8])=[O:7], predict the reactants needed to synthesize it. The reactants are: [CH3:1][N:2]([S:25]([CH3:28])(=[O:27])=[O:26])[C:3]1[CH:4]=[C:5]([CH:10]=[C:11]([N:13]2[CH2:17][CH:16]([C:18]3[CH:23]=[CH:22][CH:21]=[CH:20][CH:19]=3)[CH2:15][C:14]2=[O:24])[CH:12]=1)[C:6]([O:8]C)=[O:7].[OH-].[Na+].CO. (7) The reactants are: C(C1C=CC(N[C:11](=[O:28])[CH:12]([NH:16][C:17](=[O:27])[CH2:18][C:19]2[CH:24]=[C:23]([F:25])[CH:22]=[C:21]([F:26])[CH:20]=2)[CH2:13][CH2:14][CH3:15])=NC=1)(=O)C.FC(F)(F)CN.C(O[BH-](OC(=O)C)OC(=O)C)(=[O:37])C.[Na+].C(O)(=O)C.C([BH3-])#N.[Na+]. Given the product [F:25][C:23]1[CH:24]=[C:19]([CH2:18][C:17]([NH:16][CH:12]([CH2:13][CH2:14][CH3:15])[C:11]([OH:28])=[O:37])=[O:27])[CH:20]=[C:21]([F:26])[CH:22]=1, predict the reactants needed to synthesize it. (8) Given the product [ClH:35].[CH:1]([C:3]1[C:11]2[C:6](=[CH:7][CH:8]=[CH:9][CH:10]=2)[N:5]([C:12]2[CH:17]=[CH:16][CH:15]=[CH:14][CH:13]=2)[C:4]=1[N:18]1[CH2:23][CH2:22][N:21]([CH2:24][CH2:25][O:26][P:27](=[O:34])([O:31][CH2:32][CH3:33])[O:28][CH2:29][CH3:30])[CH2:20][CH2:19]1)=[O:2], predict the reactants needed to synthesize it. The reactants are: [CH:1]([C:3]1[C:11]2[C:6](=[CH:7][CH:8]=[CH:9][CH:10]=2)[N:5]([C:12]2[CH:17]=[CH:16][CH:15]=[CH:14][CH:13]=2)[C:4]=1[N:18]1[CH2:23][CH2:22][N:21]([CH2:24][CH2:25][O:26][P:27](=[O:34])([O:31][CH2:32][CH3:33])[O:28][CH2:29][CH3:30])[CH2:20][CH2:19]1)=[O:2].[ClH:35]. (9) Given the product [CH3:36][O:1][C:2]1[CH:6]=[C:5]([C:7]([F:8])([F:9])[F:10])[S:4][C:3]=1[CH2:11][N:12]1[C:20]2[C:15](=[CH:16][CH:17]=[CH:18][CH:19]=2)[C:14]2([C:24]3=[CH:25][C:26]4[O:30][CH2:29][O:28][C:27]=4[CH:31]=[C:23]3[O:22][CH2:21]2)[C:13]1=[O:32], predict the reactants needed to synthesize it. The reactants are: [OH:1][C:2]1[CH:6]=[C:5]([C:7]([F:10])([F:9])[F:8])[S:4][C:3]=1[CH2:11][N:12]1[C:20]2[C:15](=[CH:16][CH:17]=[CH:18][CH:19]=2)[C:14]2([C:24]3=[CH:25][C:26]4[O:30][CH2:29][O:28][C:27]=4[CH:31]=[C:23]3[O:22][CH2:21]2)[C:13]1=[O:32].[OH-].[Na+].I[CH3:36]. (10) Given the product [Cl:1][C:2]1[CH:7]=[C:6]([Cl:8])[CH:5]=[CH:4][C:3]=1[C:9]1[N:10]=[C:11]([CH2:28][CH3:29])[C:12]([NH:17][C@@H:18]2[C:26]3[C:21](=[CH:22][CH:23]=[CH:24][CH:25]=3)[CH2:20][C@H:19]2[CH2:31][CH3:36])=[N:13][C:14]=1[CH2:15][CH3:16], predict the reactants needed to synthesize it. The reactants are: [Cl:1][C:2]1[CH:7]=[C:6]([Cl:8])[CH:5]=[CH:4][C:3]=1[C:9]1[N:10]=[C:11]([CH2:28][CH3:29])[C:12]([NH:17][C@@H:18]2[C:26]3[C:21](=[CH:22][CH:23]=[CH:24][CH:25]=3)[CH2:20][C@@H:19]2O)=[N:13][C:14]=1[CH2:15][CH3:16].Br[C:31]1N=C(CC)C(N[C@@H]2C3C(=CC=CC=3)C[C@H]2CC)=N[C:36]=1CC.